From a dataset of Reaction yield outcomes from USPTO patents with 853,638 reactions. Predict the reaction yield, written as a fraction of the theoretical maximum amount of product (1.0 means a 100% yield; for example, 0.34 means a 34% yield). (1) The reactants are [CH3:1][NH:2][S:3]([CH3:6])(=[O:5])=[O:4].C(#N)C.Cl[C:11]1[N:16]=[C:15]([C:17]2[CH:22]=[CH:21][C:20]([F:23])=[CH:19][CH:18]=2)[C:14]([C:24]([O:26][CH3:27])=[O:25])=[C:13]([CH:28]([CH3:30])[CH3:29])[N:12]=1. The catalyst is O. The product is [F:23][C:20]1[CH:21]=[CH:22][C:17]([C:15]2[C:14]([C:24]([O:26][CH3:27])=[O:25])=[C:13]([CH:28]([CH3:30])[CH3:29])[N:12]=[C:11]([N:2]([CH3:1])[S:3]([CH3:6])(=[O:5])=[O:4])[N:16]=2)=[CH:18][CH:19]=1. The yield is 0.890. (2) The reactants are Cl[C:2]1[CH:11]=[C:10]([CH2:12]C(O)=O)[C:9]2[C:4](=[CH:5][CH:6]=[C:7]([CH3:16])[CH:8]=2)[N:3]=1.[S:17]1[C:23]2[CH:24]=[CH:25][CH:26]=[CH:27][C:22]=2[CH2:21][NH:20][CH2:19][CH2:18]1. The catalyst is C(O)CCC.ClCCl. The product is [CH3:12][C:10]1[C:9]2[C:4](=[CH:5][CH:6]=[C:7]([CH3:16])[CH:8]=2)[N:3]=[C:2]([N:20]2[CH2:21][C:22]3[CH:27]=[CH:26][CH:25]=[CH:24][C:23]=3[S:17][CH2:18][CH2:19]2)[CH:11]=1. The yield is 0.620. (3) The reactants are Cl.[NH2:2][OH:3].[OH-].[K+].[F:6][C:7]([CH3:38])([CH3:37])[CH2:8][CH2:9][C@H:10]1[C:14](=[O:15])[O:13][C@H:12]([C@@H:16]([NH:24][C:25]([C:27]2[CH:36]=[N:35][C:34]3[C:29](=[CH:30][CH:31]=[CH:32][CH:33]=3)[N:28]=2)=[O:26])[CH2:17][C:18]2[CH:23]=[CH:22][CH:21]=[CH:20][CH:19]=2)[CH2:11]1. The catalyst is CO. The product is [CH2:17]([CH:16]([NH:24][C:25]([C:27]1[CH:36]=[N:35][C:34]2[C:29](=[CH:30][CH:31]=[CH:32][CH:33]=2)[N:28]=1)=[O:26])[CH:12]([OH:13])[CH2:11][CH:10]([C:14](=[O:15])[NH:2][OH:3])[CH2:9][CH2:8][C:7]([F:6])([CH3:38])[CH3:37])[C:18]1[CH:19]=[CH:20][CH:21]=[CH:22][CH:23]=1. The yield is 0.580. (4) The reactants are Br[C:2]1[CH:7]=[CH:6][C:5]([S:8]([NH:11][C:12]([CH3:15])([CH3:14])[CH3:13])(=[O:10])=[O:9])=[C:4]([CH3:16])[CH:3]=1.P([O-])([O-])([O-])=O.[K+].[K+].[K+].[CH3:25][C:26]1[C:27](B2OC(C)(C)C(C)(C)O2)=[C:28]([C:31]([O:33][CH3:34])=[O:32])[S:29][CH:30]=1.C1(P(C2C=CC=CC=2)C2C=CC=CC=2)C=CC=CC=1. The catalyst is C1COCC1.O.C([O-])(=O)C.[Pd+2].C([O-])(=O)C. The product is [C:12]([NH:11][S:8]([C:5]1[CH:6]=[CH:7][C:2]([C:27]2[C:26]([CH3:25])=[CH:30][S:29][C:28]=2[C:31]([O:33][CH3:34])=[O:32])=[CH:3][C:4]=1[CH3:16])(=[O:10])=[O:9])([CH3:15])([CH3:14])[CH3:13]. The yield is 0.431. (5) The reactants are C([C:3]1[CH:8]=[CH:7][CH:6]=[CH:5]C=1)C.[C:15](OO[C:15]([CH3:18])([CH3:17])[CH3:16])([CH3:18])([CH3:17])[CH3:16].[C]=[O:20].[CH2:21]([OH:23])[CH3:22]. The catalyst is CC1(C)C2C(=C(P(C3C=CC=CC=3)C3C=CC=CC=3)C=CC=2)OC2C(P(C3C=CC=CC=3)C3C=CC=CC=3)=CC=CC1=2. The product is [C:18]1([CH:15]([CH3:16])[C:17]([O:23][CH2:21][CH3:22])=[O:20])[CH:5]=[CH:6][CH:7]=[CH:8][CH:3]=1. The yield is 0.860. (6) The reactants are C[O-].[Na+].O1CCCC1.[CH:9]1([N:12]2[C:17](=[O:18])[C:16]3[C:19]([NH:26][C:27]4[CH:28]=[C:29]([NH:33][C:34](=[O:36])[CH3:35])[CH:30]=[CH:31][CH:32]=4)=[C:20]([CH3:25])[C:21](=[O:24])[N:22]([CH3:23])[C:15]=3[N:14]([C:37]3[CH:42]=[CH:41][C:40]([I:43])=[CH:39][C:38]=3[F:44])[C:13]2=[O:45])[CH2:11][CH2:10]1.C(O)(=O)C. The catalyst is CO.O. The product is [CH:9]1([N:12]2[C:17](=[O:18])[C:16]3=[C:15]([NH:14][C:37]4[CH:42]=[CH:41][C:40]([I:43])=[CH:39][C:38]=4[F:44])[N:22]([CH3:23])[C:21](=[O:24])[C:20]([CH3:25])=[C:19]3[N:26]([C:27]3[CH:28]=[C:29]([NH:33][C:34](=[O:36])[CH3:35])[CH:30]=[CH:31][CH:32]=3)[C:13]2=[O:45])[CH2:11][CH2:10]1. The yield is 0.950.